This data is from Peptide-MHC class II binding affinity with 134,281 pairs from IEDB. The task is: Regression. Given a peptide amino acid sequence and an MHC pseudo amino acid sequence, predict their binding affinity value. This is MHC class II binding data. (1) The peptide sequence is LGLLYTVKYPNLNDL. The MHC is H-2-IAb with pseudo-sequence H-2-IAb. The binding affinity (normalized) is 0.355. (2) The peptide sequence is WFIISIVQMAPVSAM. The MHC is DRB1_0301 with pseudo-sequence DRB1_0301. The binding affinity (normalized) is 0.473. (3) The peptide sequence is QHNHRPGYHTQTAGP. The MHC is DRB1_0301 with pseudo-sequence DRB1_0301. The binding affinity (normalized) is 0. (4) The peptide sequence is NTARLMAGAGPAPML. The MHC is DRB4_0101 with pseudo-sequence DRB4_0103. The binding affinity (normalized) is 0.333. (5) The peptide sequence is GELQQVDKIDAAFKI. The MHC is DRB1_0101 with pseudo-sequence DRB1_0101. The binding affinity (normalized) is 0.414. (6) The peptide sequence is AAATAGCTVYGAFAA. The MHC is HLA-DQA10102-DQB10602 with pseudo-sequence HLA-DQA10102-DQB10602. The binding affinity (normalized) is 0.569.